From a dataset of Catalyst prediction with 721,799 reactions and 888 catalyst types from USPTO. Predict which catalyst facilitates the given reaction. (1) Reactant: [CH3:1][C:2]1[N:7]=[C:6]([C:8]([OH:10])=O)[C:5]([C:11]2[N:16]=[CH:15][CH:14]=[CH:13][N:12]=2)=[CH:4][CH:3]=1.CCN(C(C)C)C(C)C.[C@H:26]12[CH2:32][C@H:31]1[CH2:30][C@@H:29]([CH2:33][NH:34][C:35]1[CH:40]=[CH:39][C:38]([C:41]([F:44])([F:43])[F:42])=[CH:37][N:36]=1)[NH:28][CH2:27]2.CN(C(ON1N=NC2C=CC=CC1=2)=[N+](C)C)C.[B-](F)(F)(F)F.C([O-])(O)=O.[Na+]. Product: [CH3:1][C:2]1[N:7]=[C:6]([C:8]([N:28]2[C@H:29]([CH2:33][NH:34][C:35]3[CH:40]=[CH:39][C:38]([C:41]([F:42])([F:43])[F:44])=[CH:37][N:36]=3)[CH2:30][C@H:31]3[C@H:26]([CH2:32]3)[CH2:27]2)=[O:10])[C:5]([C:11]2[N:16]=[CH:15][CH:14]=[CH:13][N:12]=2)=[CH:4][CH:3]=1. The catalyst class is: 2. (2) Reactant: [NH2:1][C:2]1[CH:17]=[CH:16][C:5]([CH2:6][NH:7][C:8]([C:10]2[CH:15]=[CH:14][CH:13]=[CH:12][N:11]=2)=[O:9])=[CH:4][CH:3]=1.[CH3:18][C:19]1[CH:24]=[CH:23][C:22]([C:25]2[C:26]([C:31](O)=[O:32])=[CH:27][CH:28]=[CH:29][CH:30]=2)=[CH:21][CH:20]=1.ON1C2C=CC=CC=2N=N1.CN(C)CCCN=C=NCC. Product: [CH3:18][C:19]1[CH:20]=[CH:21][C:22]([C:25]2[CH:30]=[CH:29][CH:28]=[CH:27][C:26]=2[C:31]([NH:1][C:2]2[CH:17]=[CH:16][C:5]([CH2:6][NH:7][C:8]([C:10]3[CH:15]=[CH:14][CH:13]=[CH:12][N:11]=3)=[O:9])=[CH:4][CH:3]=2)=[O:32])=[CH:23][CH:24]=1. The catalyst class is: 46. (3) Reactant: [O:1]=[C:2]1[CH:7]=[CH:6][C:5]([C:8]2[C:9]([C:20]3[CH:25]=[CH:24][CH:23]=[CH:22][CH:21]=3)=[N:10][N:11]3[CH:16]=[CH:15][C:14]([C:17](O)=[O:18])=[CH:13][C:12]=23)=[N:4][N:3]1[CH:26]([CH3:28])[CH3:27].[CH:29]1([NH2:32])[CH2:31][CH2:30]1.ON1C2C=CC=CC=2N=N1.Cl.C(N=C=NCCCN(C)C)C. Product: [CH:29]1([NH:32][C:17]([C:14]2[CH:15]=[CH:16][N:11]3[N:10]=[C:9]([C:20]4[CH:21]=[CH:22][CH:23]=[CH:24][CH:25]=4)[C:8]([C:5]4[CH:6]=[CH:7][C:2](=[O:1])[N:3]([CH:26]([CH3:27])[CH3:28])[N:4]=4)=[C:12]3[CH:13]=2)=[O:18])[CH2:31][CH2:30]1. The catalyst class is: 31.